Dataset: Reaction yield outcomes from USPTO patents with 853,638 reactions. Task: Predict the reaction yield, written as a fraction of the theoretical maximum amount of product (1.0 means a 100% yield; for example, 0.34 means a 34% yield). (1) The reactants are [Cl:1][C:2]1[CH:7]=[C:6]([Cl:8])[CH:5]=[CH:4][C:3]=1[C:9]1[N:10]=[C:11](/[CH:14]=[CH:15]/[C:16]2[CH:21]=[CH:20][C:19]([C:22]3[CH:27]=[CH:26][C:25]([O:28][CH3:29])=[CH:24][CH:23]=3)=[CH:18][CH:17]=2)[NH:12][CH:13]=1.[CH:30]1(Br)[CH2:32][CH2:31]1. No catalyst specified. The product is [CH:30]1([N:12]2[CH:13]=[C:9]([C:3]3[CH:4]=[CH:5][C:6]([Cl:8])=[CH:7][C:2]=3[Cl:1])[N:10]=[C:11]2/[CH:14]=[CH:15]/[C:16]2[CH:21]=[CH:20][C:19]([C:22]3[CH:23]=[CH:24][C:25]([O:28][CH3:29])=[CH:26][CH:27]=3)=[CH:18][CH:17]=2)[CH2:32][CH2:31]1. The yield is 0.300. (2) The reactants are F[C:2]1[CH:7]=[CH:6][C:5]([N+:8]([O-:10])=[O:9])=[CH:4][CH:3]=1.[C:11]([NH2:15])([CH3:14])([CH3:13])[CH3:12].O. The catalyst is CS(C)=O. The product is [C:11]([NH:15][C:2]1[CH:7]=[CH:6][C:5]([N+:8]([O-:10])=[O:9])=[CH:4][CH:3]=1)([CH3:14])([CH3:13])[CH3:12]. The yield is 0.730. (3) The reactants are [CH:1]1[C:14]2[C:5](=[CH:6][C:7]3[C:12]([C:13]=2[C:15]([N:17]2[CH2:22][CH2:21][CH:20]([N:23]4[CH2:34][CH2:33][CH2:32][C:25]5([C:29](=[O:30])[NH:28][CH:27]([CH3:31])[CH2:26]5)[CH2:24]4)[CH2:19][CH2:18]2)=[O:16])=[CH:11][CH:10]=[CH:9][CH:8]=3)[CH:4]=[CH:3][CH:2]=1.[H-].[Na+].Br[CH2:38][CH2:39][CH2:40][O:41][CH3:42]. The catalyst is CN(C=O)C.C(OCC)(=O)C. The product is [CH:11]1[C:12]2[C:7](=[CH:6][C:5]3[C:14]([C:13]=2[C:15]([N:17]2[CH2:18][CH2:19][CH:20]([N:23]4[CH2:34][CH2:33][CH2:32][C:25]5([C:29](=[O:30])[N:28]([CH2:38][CH2:39][CH2:40][O:41][CH3:42])[CH:27]([CH3:31])[CH2:26]5)[CH2:24]4)[CH2:21][CH2:22]2)=[O:16])=[CH:1][CH:2]=[CH:3][CH:4]=3)[CH:8]=[CH:9][CH:10]=1. The yield is 0.390. (4) The reactants are Br[CH2:2][C:3]([C:5]1[CH:10]=[CH:9][CH:8]=[CH:7][C:6]=1[N+:11]([O-:13])=[O:12])=[O:4].[N-:14]=[N+:15]=[N-:16].[Na+]. The catalyst is CC(C)=O.O. The product is [N:14]([CH2:2][C:3]([C:5]1[CH:10]=[CH:9][CH:8]=[CH:7][C:6]=1[N+:11]([O-:13])=[O:12])=[O:4])=[N+:15]=[N-:16]. The yield is 0.880. (5) The reactants are [CH3:1][C:2]1[CH:25]=[CH:24][C:5]([CH2:6][CH2:7][C:8]2[S:9][C:10]3[N:11]=[C:12]([NH2:23])[N:13]=[C:14]([N:17]4[CH2:22][CH2:21][NH:20][CH2:19][CH2:18]4)[C:15]=3[N:16]=2)=[CH:4][CH:3]=1.[Br:26][C:27]1[CH:37]=[CH:36][C:30]([O:31][CH2:32][C:33](O)=[O:34])=[CH:29][CH:28]=1. No catalyst specified. The product is [NH2:23][C:12]1[N:13]=[C:14]([N:17]2[CH2:18][CH2:19][N:20]([C:33](=[O:34])[CH2:32][O:31][C:30]3[CH:36]=[CH:37][C:27]([Br:26])=[CH:28][CH:29]=3)[CH2:21][CH2:22]2)[C:15]2[N:16]=[C:8]([CH2:7][CH2:6][C:5]3[CH:4]=[CH:3][C:2]([CH3:1])=[CH:25][CH:24]=3)[S:9][C:10]=2[N:11]=1. The yield is 0.470. (6) The reactants are I[C:2]1[CH:3]=[C:4]2[C:23]([C:24](=[O:27])[NH:25][CH3:26])=[C:22]([C:28]3[CH:33]=[CH:32][C:31]([CH3:34])=[CH:30][CH:29]=3)[O:21][C:5]2=[N:6][C:7]=1[N:8]([CH2:13][CH2:14][CH2:15][CH2:16][C:17]([O:19][CH3:20])=[O:18])[S:9]([CH3:12])(=[O:11])=[O:10].[C:35]1([CH3:41])C=CC=C[CH:36]=1. No catalyst specified. The product is [CH:41]1([C:2]2[CH:3]=[C:4]3[C:23]([C:24](=[O:27])[NH:25][CH3:26])=[C:22]([C:28]4[CH:29]=[CH:30][C:31]([CH3:34])=[CH:32][CH:33]=4)[O:21][C:5]3=[N:6][C:7]=2[N:8]([CH2:13][CH2:14][CH2:15][CH2:16][C:17]([O:19][CH3:20])=[O:18])[S:9]([CH3:12])(=[O:11])=[O:10])[CH2:35][CH2:36]1. The yield is 0.670. (7) The reactants are [CH3:1][N:2]1[C:7](=[O:8])[CH:6]=[CH:5][C:4]([N:9]2[CH2:14][CH2:13][CH:12]([CH:15]=O)[CH2:11][CH2:10]2)=[N:3]1.[C:17]([O:21][C:22]([NH:24][CH2:25][CH2:26][NH2:27])=[O:23])([CH3:20])([CH3:19])[CH3:18].C(O)(=O)C.C(O[BH-](OC(=O)C)OC(=O)C)(=O)C.[Na+]. The catalyst is ClCCl.O. The product is [C:17]([O:21][C:22](=[O:23])[NH:24][CH2:25][CH2:26][NH:27][CH2:15][CH:12]1[CH2:11][CH2:10][N:9]([C:4]2[CH:5]=[CH:6][C:7](=[O:8])[N:2]([CH3:1])[N:3]=2)[CH2:14][CH2:13]1)([CH3:20])([CH3:18])[CH3:19]. The yield is 0.390.